Dataset: Retrosynthesis with 50K atom-mapped reactions and 10 reaction types from USPTO. Task: Predict the reactants needed to synthesize the given product. (1) Given the product CN(CC(=O)O)Cc1nnc(Cn2c(SCc3ccc(F)cc3)nc(=O)c3c2CCC3)n1Cc1ccc(-c2ccc(C(F)(F)F)cc2)cc1, predict the reactants needed to synthesize it. The reactants are: COC(=O)CN(C)Cc1nnc(Cn2c(SCc3ccc(F)cc3)nc(=O)c3c2CCC3)n1Cc1ccc(-c2ccc(C(F)(F)F)cc2)cc1. (2) The reactants are: COc1cc2nccc(Oc3ccc(N)cc3)c2cc1OC.O=C=Nc1ccc(Br)cc1. Given the product COc1cc2nccc(Oc3ccc(NC(=O)Nc4ccc(Br)cc4)cc3)c2cc1OC, predict the reactants needed to synthesize it.